Dataset: Catalyst prediction with 721,799 reactions and 888 catalyst types from USPTO. Task: Predict which catalyst facilitates the given reaction. Reactant: [Cl:1][C:2]1[CH:7]=[CH:6][C:5]([F:8])=[CH:4][C:3]=1[OH:9].[Br:10][C:11]1[CH:16]=[C:15](F)[CH:14]=[C:13]([Cl:18])[CH:12]=1.C(=O)([O-])[O-].[K+].[K+].O. Product: [Cl:1][C:2]1[CH:7]=[CH:6][C:5]([F:8])=[CH:4][C:3]=1[O:9][C:15]1[CH:14]=[C:13]([Cl:18])[CH:12]=[C:11]([Br:10])[CH:16]=1. The catalyst class is: 37.